From a dataset of Reaction yield outcomes from USPTO patents with 853,638 reactions. Predict the reaction yield, written as a fraction of the theoretical maximum amount of product (1.0 means a 100% yield; for example, 0.34 means a 34% yield). (1) The product is [CH:23]1[C:32]2[C:27](=[CH:28][CH:29]=[CH:30][CH:31]=2)[CH:26]=[CH:25][C:24]=1[CH2:33][N:34]1[CH2:39][CH2:38][N:37]([C:13]([CH:10]2[CH2:11][CH2:12][N:7]([C:4]3[CH:5]=[CH:6][N:1]=[CH:2][CH:3]=3)[CH2:8][CH2:9]2)=[O:14])[CH2:36][C:35]1=[O:40]. The yield is 0.180. The catalyst is CN(C=O)C. The reactants are [N:1]1[CH:6]=[CH:5][C:4]([N:7]2[CH2:12][CH2:11][CH:10]([C:13](Cl)=[O:14])[CH2:9][CH2:8]2)=[CH:3][CH:2]=1.FC(F)(F)C(O)=O.[CH:23]1[C:32]2[C:27](=[CH:28][CH:29]=[CH:30][CH:31]=2)[CH:26]=[CH:25][C:24]=1[CH2:33][N:34]1[CH2:39][CH2:38][NH:37][CH2:36][C:35]1=[O:40]. (2) The reactants are [Br:1][C:2]1[C:3]([O:13][Si:14]([C:17]([CH3:20])([CH3:19])[CH3:18])([CH3:16])[CH3:15])=[C:4]([C:10](=[O:12])[CH3:11])[C:5]([O:8][CH3:9])=[CH:6][CH:7]=1.[Si:21](OS(C(F)(F)F)(=O)=O)([CH3:24])([CH3:23])[CH3:22].C(Cl)(Cl)Cl. The catalyst is ClCCl. The product is [Br:1][C:2]1[C:3]([O:13][Si:14]([C:17]([CH3:20])([CH3:19])[CH3:18])([CH3:15])[CH3:16])=[C:4]([C:10]([O:12][Si:21]([CH3:24])([CH3:23])[CH3:22])=[CH2:11])[C:5]([O:8][CH3:9])=[CH:6][CH:7]=1. The yield is 1.00. (3) The reactants are [Br:1][C:2]1[CH:8]=[CH:7][C:5]([NH2:6])=[CH:4][CH:3]=1.C(N(CC)CC)C.[Cl:16][CH2:17][C:18](Cl)=[O:19]. The catalyst is ClCCl. The product is [Br:1][C:2]1[CH:8]=[CH:7][C:5]([NH:6][C:18](=[O:19])[CH2:17][Cl:16])=[CH:4][CH:3]=1. The yield is 0.970. (4) The reactants are O[C@H:2]1[C@H:9]2[C@H](O[C:7]([CH3:11])(C)[O:8]2)O[C@H]1C(O)=O.C[N:16]([C:18]([O:22]N1N=NC2C=CC=CC1=2)=[N+:19](C)C)C.[B-](F)(F)(F)F.CN1CCOCC1.N1CCOCC1. The catalyst is C1COCC1. The product is [N:16]1([C:18]([NH2:19])=[O:22])[CH2:11][CH2:7][O:8][CH2:9][CH2:2]1. The yield is 0.640.